From a dataset of Catalyst prediction with 721,799 reactions and 888 catalyst types from USPTO. Predict which catalyst facilitates the given reaction. (1) Product: [CH2:1]([C:3]1[C:8]([C:9]([NH:33][C:28]2[C:27]([CH3:34])=[CH:26][CH:31]=[CH:30][C:29]=2[OH:32])=[O:11])=[CH:7][N:6]=[C:5]([S:12][CH3:13])[N:4]=1)[CH3:2]. Reactant: [CH2:1]([C:3]1[C:8]([C:9]([OH:11])=O)=[CH:7][N:6]=[C:5]([S:12][CH3:13])[N:4]=1)[CH3:2].CN(C)C=O.C(Cl)(=O)C(Cl)=O.C[C:26]1[CH:31]=[CH:30][C:29]([OH:32])=[C:28]([NH2:33])[C:27]=1[CH3:34]. The catalyst class is: 4. (2) Reactant: [C:1]([O:5][C:6]([N:8]1[CH2:13][CH2:12][CH2:11][CH:10]([OH:14])[CH2:9]1)=[O:7])([CH3:4])([CH3:3])[CH3:2].CC(OI1(OC(C)=O)(OC(C)=O)OC(=O)C2C=CC=CC1=2)=O.C([O-])(O)=O.[Na+].S([O-])([O-])(=O)=S.[Na+].[Na+]. Product: [C:1]([O:5][C:6]([N:8]1[CH2:13][CH2:12][CH2:11][C:10](=[O:14])[CH2:9]1)=[O:7])([CH3:4])([CH3:2])[CH3:3]. The catalyst class is: 2. (3) Reactant: C(OC([N:8]1[CH2:12][CH2:11][CH2:10][C@H:9]1[CH2:13][O:14][C:15]1[CH:16]=[N:17][CH:18]=[C:19]([C:21]2[O:25][N:24]=[C:23]([CH2:26][O:27]C3CCCCO3)[CH:22]=2)[CH:20]=1)=O)(C)(C)C.[ClH:34]. Product: [ClH:34].[NH:8]1[CH2:12][CH2:11][CH2:10][C@H:9]1[CH2:13][O:14][C:15]1[CH:20]=[C:19]([C:21]2[O:25][N:24]=[C:23]([CH2:26][OH:27])[CH:22]=2)[CH:18]=[N:17][CH:16]=1. The catalyst class is: 275. (4) Reactant: [F:1][C:2]1[CH:7]=[CH:6][C:5]([N:8]2[CH2:13][CH2:12][N:11]([C:14]([CH3:20])([CH3:19])/[CH:15]=[CH:16]/[C:17]#[N:18])[CH2:10][CH2:9]2)=[CH:4][CH:3]=1. Product: [F:1][C:2]1[CH:3]=[CH:4][C:5]([N:8]2[CH2:9][CH2:10][N:11]([C:14]([CH3:20])([CH3:19])[CH2:15][CH2:16][C:17]#[N:18])[CH2:12][CH2:13]2)=[CH:6][CH:7]=1. The catalyst class is: 216.